From a dataset of Reaction yield outcomes from USPTO patents with 853,638 reactions. Predict the reaction yield, written as a fraction of the theoretical maximum amount of product (1.0 means a 100% yield; for example, 0.34 means a 34% yield). (1) The reactants are [C:1]1([CH:7]([C:9]2[CH:14]=[CH:13][CH:12]=[C:11]([C:15]([F:18])([F:17])[F:16])[CH:10]=2)O)[CH:6]=[CH:5][CH:4]=[CH:3][CH:2]=1.S(Cl)(Cl)=O.[NH:23]1[CH2:28][CH2:27][NH:26][CH2:25][CH2:24]1. The catalyst is C(Cl)Cl.CC#N. The product is [C:1]1([CH:7]([C:9]2[CH:14]=[CH:13][CH:12]=[C:11]([C:15]([F:18])([F:17])[F:16])[CH:10]=2)[N:23]2[CH2:28][CH2:27][NH:26][CH2:25][CH2:24]2)[CH:6]=[CH:5][CH:4]=[CH:3][CH:2]=1. The yield is 0.850. (2) The reactants are Cl[C:2]1[C:7]([C:8]([F:11])([F:10])[F:9])=[CH:6][N:5]=[C:4]([NH:12][C:13]2[CH:32]=[CH:31][C:16]([CH2:17][N:18]3[CH2:23][CH2:22][N:21]([C:24]([O:26][C:27]([CH3:30])([CH3:29])[CH3:28])=[O:25])[CH2:20][CH2:19]3)=[CH:15][CH:14]=2)[N:3]=1.[C:33]([C:35]1[CH:36]=[C:37]([CH:41]=[CH:42][CH:43]=1)[C:38]([NH2:40])=[O:39])#[CH:34].C1(P(C2C=CC=CC=2)C2C=CC=CC=2)C=CC=CC=1.C(N(CC)CC)C. The catalyst is [Cu]I.Cl[Pd](Cl)([P](C1C=CC=CC=1)(C1C=CC=CC=1)C1C=CC=CC=1)[P](C1C=CC=CC=1)(C1C=CC=CC=1)C1C=CC=CC=1.CN(C=O)C. The product is [C:38]([C:37]1[CH:36]=[C:35]([C:33]#[C:34][C:2]2[C:7]([C:8]([F:11])([F:10])[F:9])=[CH:6][N:5]=[C:4]([NH:12][C:13]3[CH:32]=[CH:31][C:16]([CH2:17][N:18]4[CH2:23][CH2:22][N:21]([C:24]([O:26][C:27]([CH3:30])([CH3:29])[CH3:28])=[O:25])[CH2:20][CH2:19]4)=[CH:15][CH:14]=3)[N:3]=2)[CH:43]=[CH:42][CH:41]=1)(=[O:39])[NH2:40]. The yield is 0.290. (3) The reactants are [C:1]([NH:4][CH2:5][CH2:6][C:7]([OH:9])=O)(=[O:3])[CH3:2].CN(C(ON1N=NC2C=CC=NC1=2)=[N+](C)C)C.F[P-](F)(F)(F)(F)F.C(N(C(C)C)CC)(C)C.[C:43]1([S:49]([N:52]2[C:56]3=[N:57][CH:58]=[C:59]([NH2:68])[C:60]([NH:61][CH:62]4[CH2:67][CH2:66][CH2:65][CH2:64][CH2:63]4)=[C:55]3[CH:54]=[CH:53]2)(=[O:51])=[O:50])[CH:48]=[CH:47][CH:46]=[CH:45][CH:44]=1. The catalyst is C(Cl)Cl. The product is [C:1]([NH:4][CH2:5][CH2:6][C:7]([NH:68][C:59]1[C:60]([NH:61][CH:62]2[CH2:67][CH2:66][CH2:65][CH2:64][CH2:63]2)=[C:55]2[CH:54]=[CH:53][N:52]([S:49]([C:43]3[CH:48]=[CH:47][CH:46]=[CH:45][CH:44]=3)(=[O:51])=[O:50])[C:56]2=[N:57][CH:58]=1)=[O:9])(=[O:3])[CH3:2]. The yield is 0.560.